This data is from Reaction yield outcomes from USPTO patents with 853,638 reactions. The task is: Predict the reaction yield, written as a fraction of the theoretical maximum amount of product (1.0 means a 100% yield; for example, 0.34 means a 34% yield). (1) The reactants are [C:1]([O:10][CH3:11])(=[O:9])[C:2]1[C:3](=[CH:5][CH:6]=[CH:7][CH:8]=1)[OH:4].C(=O)([O-])[O-].[Cs+].[Cs+].[C:18]([Si:22]([CH3:55])([CH3:54])[O:23][C@H:24]([CH2:46][O:47][C:48]1[CH:53]=[CH:52][CH:51]=[CH:50][CH:49]=1)[CH2:25][N:26]([CH2:34][C@H:35]1[CH2:44][CH2:43][C:42]2[C:37](=[CH:38][CH:39]=[C:40](I)[CH:41]=2)[O:36]1)[C:27](=[O:33])[O:28][C:29]([CH3:32])([CH3:31])[CH3:30])([CH3:21])([CH3:20])[CH3:19].CC(C)(C(=O)CC(=O)C(C)(C)C)C. The catalyst is CN1C(=O)CCC1.[Cu]Cl. The product is [C:29]([O:28][C:27]([N:26]([CH2:34][C@H:35]1[CH2:44][CH2:43][C:42]2[C:37](=[CH:38][CH:39]=[C:40]([O:4][C:3]3[CH:5]=[CH:6][CH:7]=[CH:8][C:2]=3[C:1]([O:10][CH3:11])=[O:9])[CH:41]=2)[O:36]1)[CH2:25][C@H:24]([O:23][Si:22]([C:18]([CH3:20])([CH3:21])[CH3:19])([CH3:55])[CH3:54])[CH2:46][O:47][C:48]1[CH:53]=[CH:52][CH:51]=[CH:50][CH:49]=1)=[O:33])([CH3:30])([CH3:31])[CH3:32]. The yield is 0.192. (2) The reactants are O1[C:5]2([CH2:10][CH2:9][CH:8]([N:11]3[C:16](=[O:17])[C:15]([CH2:18][C:19]4[CH:24]=[CH:23][C:22]([C:25]5[C:26]([C:31]#[N:32])=[CH:27][CH:28]=[CH:29][CH:30]=5)=[CH:21][C:20]=4[O:33][CH3:34])=[C:14]([CH2:35][CH2:36][CH3:37])[N:13]4[N:38]=[CH:39][CH:40]=[C:12]34)[CH2:7][CH2:6]2)[O:4]CC1.Cl.[OH-].[Na+]. The catalyst is O1CCCC1.C(OCC)(=O)C. The product is [OH:4][C@H:5]1[CH2:6][CH2:7][C@H:8]([N:11]2[C:16](=[O:17])[C:15]([CH2:18][C:19]3[CH:24]=[CH:23][C:22]([C:25]4[C:26]([C:31]#[N:32])=[CH:27][CH:28]=[CH:29][CH:30]=4)=[CH:21][C:20]=3[O:33][CH3:34])=[C:14]([CH2:35][CH2:36][CH3:37])[N:13]3[N:38]=[CH:39][CH:40]=[C:12]23)[CH2:9][CH2:10]1. The yield is 0.950.